The task is: Predict the reaction yield, written as a fraction of the theoretical maximum amount of product (1.0 means a 100% yield; for example, 0.34 means a 34% yield).. This data is from Reaction yield outcomes from USPTO patents with 853,638 reactions. (1) The reactants are [CH3:1][O:2][C:3]1[CH:4]=[C:5]([CH2:9][CH:10]([OH:12])[CH3:11])[CH:6]=[CH:7][CH:8]=1.[N+:13]([C:16]1[CH:23]=[CH:22][C:19]([CH:20]=O)=[CH:18][CH:17]=1)([O-:15])=[O:14]. The catalyst is Cl.O1CCOCC1. The product is [CH3:11][CH:10]1[CH2:9][C:5]2[C:6](=[CH:7][CH:8]=[C:3]([O:2][CH3:1])[CH:4]=2)[CH:20]([C:19]2[CH:22]=[CH:23][C:16]([N+:13]([O-:15])=[O:14])=[CH:17][CH:18]=2)[O:12]1. The yield is 0.900. (2) The reactants are [CH:1]1[C:13]2[CH2:12][C:11]3[C:6](=[CH:7][CH:8]=[CH:9][CH:10]=3)[C:5]=2[CH:4]=[CH:3][CH:2]=1.II.[I:16](O)(=O)(=O)=O. The catalyst is C(O)(=O)C. The product is [I:16][C:9]1[CH:8]=[CH:7][C:6]2[C:5]3[C:13](=[CH:1][CH:2]=[CH:3][CH:4]=3)[CH2:12][C:11]=2[CH:10]=1. The yield is 0.910. (3) The reactants are [N+:1]([O-:4])(O)=[O:2].[Br:5][C:6]1[C:10]2[C:11](=[O:15])[NH:12][CH:13]=[CH:14][C:9]=2[S:8][C:7]=1[CH3:16]. The catalyst is S(=O)(=O)(O)O.C1N(COCCO)C2NC(N)=NC(=O)C=2N=1. The product is [Br:5][C:6]1[C:10]2[C:11](=[O:15])[NH:12][CH:13]=[C:14]([N+:1]([O-:4])=[O:2])[C:9]=2[S:8][C:7]=1[CH3:16]. The yield is 0.640.